From a dataset of Catalyst prediction with 721,799 reactions and 888 catalyst types from USPTO. Predict which catalyst facilitates the given reaction. (1) Reactant: [C:1]([C:5]1[CH:32]=[CH:31][C:8]2[N:9]([CH2:23][O:24][CH2:25][CH2:26][Si:27]([CH3:30])([CH3:29])[CH3:28])[C:10]([CH2:12][CH:13]3[CH2:16][CH:15]([C:17](N(OC)C)=[O:18])[CH2:14]3)=[N:11][C:7]=2[CH:6]=1)([CH3:4])([CH3:3])[CH3:2].[H-].C([Al+]CC(C)C)C(C)C. Product: [C:1]([C:5]1[CH:32]=[CH:31][C:8]2[N:9]([CH2:23][O:24][CH2:25][CH2:26][Si:27]([CH3:28])([CH3:29])[CH3:30])[C:10]([CH2:12][CH:13]3[CH2:16][CH:15]([CH:17]=[O:18])[CH2:14]3)=[N:11][C:7]=2[CH:6]=1)([CH3:4])([CH3:2])[CH3:3]. The catalyst class is: 207. (2) Reactant: N[C:2]1[S:3][C:4]([C:11]2[CH:16]=[CH:15][CH:14]=[CH:13][CH:12]=2)=[CH:5][C:6]=1[C:7]([O:9][CH3:10])=[O:8].S(=O)(=O)(O)O.N([O-])=O.[Na+].[I-:26].[K+]. Product: [I:26][C:2]1[S:3][C:4]([C:11]2[CH:16]=[CH:15][CH:14]=[CH:13][CH:12]=2)=[CH:5][C:6]=1[C:7]([O:9][CH3:10])=[O:8]. The catalyst class is: 744. (3) Reactant: C([O:3][C:4](=[O:46])/[CH:5]=[CH:6]/[C:7]1[C:8]([CH3:45])([CH3:44])[C@H:9]2[C@:22]([CH3:25])([CH2:23][CH:24]=1)[CH:21]1[C@:12]([CH3:43])([C@@:13]3([CH3:42])[C@H:18]([CH2:19][CH2:20]1)[C@H:17]1[C@H:26]([C:29]([CH3:31])=[CH2:30])[CH2:27][CH2:28][C@:16]1([C:32]([O:34][CH2:35][C:36]1[CH:41]=[CH:40][CH:39]=[CH:38][CH:37]=1)=[O:33])[CH2:15][CH2:14]3)[CH2:11][CH2:10]2)C.[OH-].[Na+].Cl. Product: [CH2:35]([O:34][C:32]([C@:16]12[CH2:28][CH2:27][C@@H:26]([C:29]([CH3:31])=[CH2:30])[C@@H:17]1[C@@H:18]1[C@@:13]([CH3:42])([CH2:14][CH2:15]2)[C@@:12]2([CH3:43])[CH:21]([C@:22]3([CH3:25])[C@@H:9]([CH2:10][CH2:11]2)[C:8]([CH3:45])([CH3:44])[C:7](/[CH:6]=[CH:5]/[C:4]([OH:46])=[O:3])=[CH:24][CH2:23]3)[CH2:20][CH2:19]1)=[O:33])[C:36]1[CH:37]=[CH:38][CH:39]=[CH:40][CH:41]=1. The catalyst class is: 38. (4) Reactant: O.C1(C)C=CC(S(O)(=O)=O)=CC=1.[Cl:13][C:14]1[CH:29]=[C:28]([N:30]2[CH2:35][CH2:34][CH:33]([CH2:36][OH:37])[CH2:32][CH2:31]2)[C:17]([C:18]([O:20][CH2:21][C:22]2[CH:27]=[CH:26][CH:25]=[CH:24][CH:23]=2)=[O:19])=[CH:16][N:15]=1.[O:38]1[CH:43]=[CH:42][CH2:41][CH2:40][CH2:39]1.C(=O)([O-])O.[Na+]. Product: [Cl:13][C:14]1[CH:29]=[C:28]([N:30]2[CH2:31][CH2:32][CH:33]([CH2:36][O:37][CH:39]3[CH2:40][CH2:41][CH2:42][CH2:43][O:38]3)[CH2:34][CH2:35]2)[C:17]([C:18]([O:20][CH2:21][C:22]2[CH:23]=[CH:24][CH:25]=[CH:26][CH:27]=2)=[O:19])=[CH:16][N:15]=1. The catalyst class is: 1.